This data is from Forward reaction prediction with 1.9M reactions from USPTO patents (1976-2016). The task is: Predict the product of the given reaction. (1) Given the reactants C(C1C2C3=[C:18]4[C:13](=[CH:14][CH:15]=2)[CH:12]=[C:11]([CH:19]=[CH2:20])[CH:10]=[C:9]4[CH:8]=[CH:7]C3=CC=1)=C.[CH:21]1[C:26]([C:27]([O:29]O)=O)=[CH:25][CH:24]=[CH:23][CH:22]=1.[OH-:31].[Na+].[CH:33](Cl)(Cl)Cl, predict the reaction product. The product is: [O:31]1[CH2:15][CH:14]1[C:13]1[CH:18]=[C:9]2[C:10]3=[C:23]4[C:24]([CH:25]=[C:26]([CH:27]5[CH2:33][O:29]5)[CH:21]=[C:22]4[CH:7]=[CH:8]2)=[CH:20][CH:19]=[C:11]3[CH:12]=1. (2) Given the reactants C(O[C:4]([C:6]1[N:7]=[C:8]([C:15]2[C:20]([F:21])=[CH:19][CH:18]=[CH:17][C:16]=2[F:22])[N:9]([CH3:14])[C:10](=[O:13])[C:11]=1[OH:12])=[O:5])C.[F:23][C:24]1[CH:25]=[C:26]([CH:29]=[CH:30][C:31]=1[C:32]([F:35])([F:34])[F:33])[CH2:27][NH2:28], predict the reaction product. The product is: [F:23][C:24]1[CH:25]=[C:26]([CH:29]=[CH:30][C:31]=1[C:32]([F:33])([F:34])[F:35])[CH2:27][NH:28][C:4]([C:6]1[N:7]=[C:8]([C:15]2[C:16]([F:22])=[CH:17][CH:18]=[CH:19][C:20]=2[F:21])[N:9]([CH3:14])[C:10](=[O:13])[C:11]=1[OH:12])=[O:5].